From a dataset of Experimentally validated miRNA-target interactions with 360,000+ pairs, plus equal number of negative samples. Binary Classification. Given a miRNA mature sequence and a target amino acid sequence, predict their likelihood of interaction. The miRNA is hsa-miR-6806-5p with sequence UGUAGGCAUGAGGCAGGGCCCAGG. The protein sequence of the target gene is MKITRQKHAKKHLGFFRNNFGVREPYQILLDGTFCQAALRGRIQLREQLPRYLMGETQLCTTRCVLKELETLGKDLYGAKLIAQKCQVRNCPHFKNAVSGSECLLSMVEEGNPHHYFVATQDQNLSVKVKKKPGVPLMFIIQNTMVLDKPSPKTIAFVKAVESGQLVSVHEKESIKHLKEEQGLVKNTEQSRRKKRKKISGPNPLSCLKKKKKAPDTQSSASEKKRKRKRIRNRSNPKVLSEKQNAEGE. Result: 0 (no interaction).